Dataset: Forward reaction prediction with 1.9M reactions from USPTO patents (1976-2016). Task: Predict the product of the given reaction. (1) Given the reactants CCCCCCC=CCCC.CN.F[P-](F)(F)(F)(F)F.N1(O[P+](N(C)C)(N(C)C)N(C)C)C2C=CC=CC=2N=N1.[F:41][C:42]1[CH:47]=[CH:46][CH:45]=[C:44]([F:48])[C:43]=1[CH2:49][C:50]([N:52]1[CH2:57][CH2:56][CH:55]([C:58]2[C:63]([C:64]([O:66]CC)=[O:65])=[C:62]([NH:69][CH3:70])[N:61]=[C:60]([CH3:71])[N:59]=2)[CH2:54][CH2:53]1)=[O:51].[OH-].[Na+], predict the reaction product. The product is: [F:48][C:44]1[CH:45]=[CH:46][CH:47]=[C:42]([F:41])[C:43]=1[CH2:49][C:50]([N:52]1[CH2:53][CH2:54][CH:55]([C:58]2[C:63]([C:64]([OH:66])=[O:65])=[C:62]([NH:69][CH3:70])[N:61]=[C:60]([CH3:71])[N:59]=2)[CH2:56][CH2:57]1)=[O:51]. (2) Given the reactants [Br:1][C:2]1[CH:3]=[C:4]([N:9]([CH2:14][CH2:15][CH3:16])[CH2:10][C:11]([OH:13])=O)[S:5][C:6]=1[C:7]#[N:8].S(Cl)(Cl)=O.[CH3:21][NH:22][CH3:23].O, predict the reaction product. The product is: [Br:1][C:2]1[CH:3]=[C:4]([N:9]([CH2:14][CH2:15][CH3:16])[CH2:10][C:11]([N:22]([CH3:23])[CH3:21])=[O:13])[S:5][C:6]=1[C:7]#[N:8]. (3) Given the reactants Br[CH2:2][C:3]1[C:8]([CH3:9])=[CH:7][CH:6]=[CH:5][C:4]=1[N:10]1[C:14](=[O:15])[N:13]([CH3:16])[N:12]=[N:11]1.[CH3:17][C:18]1[CH:23]=[C:22]([C:24]2[CH:28]=[CH:27][N:26]([CH3:29])[N:25]=2)[CH:21]=[CH:20][C:19]=1[OH:30].C(=O)([O-])[O-].[K+].[K+], predict the reaction product. The product is: [CH3:9][C:8]1[C:3]([CH2:2][O:30][C:19]2[CH:20]=[CH:21][C:22]([C:24]3[CH:28]=[CH:27][N:26]([CH3:29])[N:25]=3)=[CH:23][C:18]=2[CH3:17])=[C:4]([N:10]2[C:14](=[O:15])[N:13]([CH3:16])[N:12]=[N:11]2)[CH:5]=[CH:6][CH:7]=1. (4) Given the reactants C[O:2][C:3](=[O:31])[CH2:4][O:5][C:6]1[CH:15]=[CH:14][C:13]([Cl:16])=[C:12]2[C:7]=1[C:8]([O:27][CH:28]([F:30])[F:29])=[C:9]([CH2:19][C:20]1[CH:25]=[CH:24][C:23]([F:26])=[CH:22][CH:21]=1)[C:10]([CH2:17][CH3:18])=[N:11]2.CO.[OH-].[Li+].Cl, predict the reaction product. The product is: [Cl:16][C:13]1[CH:14]=[CH:15][C:6]([O:5][CH2:4][C:3]([OH:31])=[O:2])=[C:7]2[C:12]=1[N:11]=[C:10]([CH2:17][CH3:18])[C:9]([CH2:19][C:20]1[CH:21]=[CH:22][C:23]([F:26])=[CH:24][CH:25]=1)=[C:8]2[O:27][CH:28]([F:30])[F:29]. (5) Given the reactants Br[C:2]1[S:6][C:5]([NH:7][C:8]([NH:10][C:11]2[CH:16]=[CH:15][C:14]([CH3:17])=[CH:13][C:12]=2[C:18]([CH:20]2[CH2:24][CH2:23][CH2:22][CH2:21]2)=[O:19])=[O:9])=[N:4][CH:3]=1.[N:25]1[NH:26][C:27]([SH:30])=[N:28][CH:29]=1, predict the reaction product. The product is: [CH:20]1([C:18]([C:12]2[CH:13]=[C:14]([CH3:17])[CH:15]=[CH:16][C:11]=2[NH:10][C:8]([NH:7][C:5]2[S:6][C:2]([S:30][C:27]3[NH:28][CH:29]=[N:25][N:26]=3)=[CH:3][N:4]=2)=[O:9])=[O:19])[CH2:24][CH2:23][CH2:22][CH2:21]1.